From a dataset of Full USPTO retrosynthesis dataset with 1.9M reactions from patents (1976-2016). Predict the reactants needed to synthesize the given product. (1) Given the product [C:1]([C:4]1[CH:9]=[CH:8][C:7]([S:10]([NH2:14])(=[O:12])=[O:11])=[CH:6][CH:5]=1)(=[O:3])[CH3:2], predict the reactants needed to synthesize it. The reactants are: [C:1]([C:4]1[CH:9]=[CH:8][C:7]([S:10](Cl)(=[O:12])=[O:11])=[CH:6][CH:5]=1)(=[O:3])[CH3:2].[NH3:14].Cl. (2) Given the product [CH:1]1[C:13]2[CH:12]([CH2:14][O:15][C:16]([N:18]3[CH2:23][C@H:22]([NH:24][C:25]([O:27][C:28]([CH3:30])([CH3:29])[CH3:31])=[O:26])[CH2:21][C@H:20]([C:32](=[O:34])[N:42]([CH2:35][C:36]4[CH:37]=[CH:38][CH:39]=[CH:40][CH:41]=4)[CH2:43][CH:44]([C:48]4[CH:49]=[CH:50][CH:51]=[CH:52][CH:53]=4)[CH:45]([CH3:47])[CH3:46])[CH2:19]3)=[O:17])[C:11]3[C:6](=[CH:7][CH:8]=[CH:9][CH:10]=3)[C:5]=2[CH:4]=[CH:3][CH:2]=1, predict the reactants needed to synthesize it. The reactants are: [CH:1]1[C:13]2[CH:12]([CH2:14][O:15][C:16]([N:18]3[CH2:23][C@H:22]([NH:24][C:25]([O:27][C:28]([CH3:31])([CH3:30])[CH3:29])=[O:26])[CH2:21][C@H:20]([C:32]([OH:34])=O)[CH2:19]3)=[O:17])[C:11]3[C:6](=[CH:7][CH:8]=[CH:9][CH:10]=3)[C:5]=2[CH:4]=[CH:3][CH:2]=1.[CH2:35]([NH:42][CH2:43][CH:44]([C:48]1[CH:53]=[CH:52][CH:51]=[CH:50][CH:49]=1)[CH:45]([CH3:47])[CH3:46])[C:36]1[CH:41]=[CH:40][CH:39]=[CH:38][CH:37]=1.C(N(C(C)C)C(C)C)C.CCCP(=O)=O. (3) Given the product [CH3:1][O:2][C:3]1[CH:4]=[C:5]([NH:15][C:16]2[C:17]3[N:33]=[CH:32][S:31][C:18]=3[N:19]=[C:20]([C:22]3[CH:30]=[CH:29][C:25]([C:26]([NH2:36])=[O:27])=[CH:24][CH:23]=3)[N:21]=2)[CH:6]=[C:7]([N:9]2[CH2:13][CH2:12][CH2:11][C@@H:10]2[CH3:14])[CH:8]=1, predict the reactants needed to synthesize it. The reactants are: [CH3:1][O:2][C:3]1[CH:4]=[C:5]([NH:15][C:16]2[C:17]3[N:33]=[CH:32][S:31][C:18]=3[N:19]=[C:20]([C:22]3[CH:30]=[CH:29][C:25]([C:26](O)=[O:27])=[CH:24][CH:23]=3)[N:21]=2)[CH:6]=[C:7]([N:9]2[CH2:13][CH2:12][CH2:11][C@@H:10]2[CH3:14])[CH:8]=1.CC[N:36]=C=NCCCN(C)C.C1C=CC2N(O)N=NC=2C=1.CCN(CC)CC.